Regression. Given a peptide amino acid sequence and an MHC pseudo amino acid sequence, predict their binding affinity value. This is MHC class II binding data. From a dataset of Peptide-MHC class II binding affinity with 134,281 pairs from IEDB. (1) The peptide sequence is RVDGLELKKLGEVSW. The MHC is DRB1_0801 with pseudo-sequence DRB1_0801. The binding affinity (normalized) is 0.478. (2) The MHC is DRB1_1501 with pseudo-sequence DRB1_1501. The binding affinity (normalized) is 1.00. The peptide sequence is QHRDVLQLYAPEAFNYMDKF. (3) The peptide sequence is IVALIIAIVVWTIV. The MHC is HLA-DQA10102-DQB10602 with pseudo-sequence HLA-DQA10102-DQB10602. The binding affinity (normalized) is 0. (4) The binding affinity (normalized) is 0. The peptide sequence is ASIILEFFLMVLLIP. The MHC is DRB1_1501 with pseudo-sequence DRB1_1501. (5) The peptide sequence is KVTAKGVSEANTCAA. The MHC is DRB4_0101 with pseudo-sequence DRB4_0103. The binding affinity (normalized) is 0.193. (6) The peptide sequence is GEQLYISVISPARSL. The MHC is DRB1_0405 with pseudo-sequence DRB1_0405. The binding affinity (normalized) is 0.652. (7) The binding affinity (normalized) is 0.348. The peptide sequence is LSPISNMVSMANNHM. The MHC is HLA-DQA10102-DQB10602 with pseudo-sequence HLA-DQA10102-DQB10602.